Dataset: Reaction yield outcomes from USPTO patents with 853,638 reactions. Task: Predict the reaction yield, written as a fraction of the theoretical maximum amount of product (1.0 means a 100% yield; for example, 0.34 means a 34% yield). The reactants are [C:1]([CH:3]1[CH2:8][CH2:7][N:6]([C:9]([O:11][CH2:12][C:13]2[CH:18]=[CH:17][CH:16]=[CH:15][CH:14]=2)=[O:10])[CH2:5][CH2:4]1)#[N:2].CCCC.I[Si:24]([C:27]([CH3:30])([CH3:29])[CH3:28])([CH3:26])[CH3:25].[Li+].C[Si]([N-][Si](C)(C)C)(C)C.[CH2:41]1[CH2:45][O:44][CH2:43][CH2:42]1. No catalyst specified. The product is [Si:24]([O:44][CH2:43][CH2:42][CH2:41][CH2:45][C:3]1([C:1]#[N:2])[CH2:8][CH2:7][N:6]([C:9]([O:11][CH2:12][C:13]2[CH:14]=[CH:15][CH:16]=[CH:17][CH:18]=2)=[O:10])[CH2:5][CH2:4]1)([C:27]([CH3:30])([CH3:29])[CH3:28])([CH3:26])[CH3:25]. The yield is 0.670.